This data is from Catalyst prediction with 721,799 reactions and 888 catalyst types from USPTO. The task is: Predict which catalyst facilitates the given reaction. (1) Reactant: [CH2:1]([C:3]([C:28]1[CH:42]=[CH:41][C:31]([O:32][CH2:33][C@@H:34]2[O:39][C:38](=[O:40])[CH2:37][CH2:36][CH2:35]2)=[C:30]([CH3:43])[CH:29]=1)([C:6]1[CH:11]=[CH:10][C:9]([C:12]#[C:13][C:14]([O:23]COC)([C:19]([F:22])([F:21])[F:20])[C:15]([F:18])([F:17])[F:16])=[C:8]([CH3:27])[CH:7]=1)[CH2:4][CH3:5])[CH3:2].C[Si](Br)(C)C.C([O-])(O)=O.[Na+]. Product: [CH2:1]([C:3]([C:28]1[CH:42]=[CH:41][C:31]([O:32][CH2:33][C@@H:34]2[O:39][C:38](=[O:40])[CH2:37][CH2:36][CH2:35]2)=[C:30]([CH3:43])[CH:29]=1)([C:6]1[CH:11]=[CH:10][C:9]([C:12]#[C:13][C:14]([OH:23])([C:15]([F:17])([F:18])[F:16])[C:19]([F:22])([F:21])[F:20])=[C:8]([CH3:27])[CH:7]=1)[CH2:4][CH3:5])[CH3:2]. The catalyst class is: 2. (2) Reactant: C[O:2][C:3](=O)[CH2:4][O:5][C:6]1[CH:21]=[CH:20][C:9]([C:10]([O:12][CH2:13][C:14]2[CH:19]=[CH:18][CH:17]=[CH:16][CH:15]=2)=[O:11])=[CH:8][CH:7]=1.O.[NH2:24][NH2:25]. Product: [NH:24]([C:3](=[O:2])[CH2:4][O:5][C:6]1[CH:21]=[CH:20][C:9]([C:10]([O:12][CH2:13][C:14]2[CH:19]=[CH:18][CH:17]=[CH:16][CH:15]=2)=[O:11])=[CH:8][CH:7]=1)[NH2:25]. The catalyst class is: 5. (3) Reactant: [CH3:1][C:2]1[CH:7]=[CH:6][CH:5]=[CH:4][C:3]=1[NH:8][C:9]([NH:11][C:12]1[CH:26]=[CH:25][C:15]([CH2:16][NH:17]C(=O)OC(C)(C)C)=[CH:14][CH:13]=1)=[O:10]. Product: [NH2:17][CH2:16][C:15]1[CH:14]=[CH:13][C:12]([NH:11][C:9]([NH:8][C:3]2[CH:4]=[CH:5][CH:6]=[CH:7][C:2]=2[CH3:1])=[O:10])=[CH:26][CH:25]=1. The catalyst class is: 2. (4) Product: [NH2:7][CH:8]([CH2:9][C:10]1[CH:11]=[CH:12][CH:13]=[CH:14][CH:15]=1)[C:16]([NH:17][CH:18]1[CH2:23][CH2:22][CH2:21][CH:20]([N:24]2[C:33]3[CH:32]=[CH:31][CH:30]=[C:29]([Cl:34])[C:28]=3[C:27]3=[N:35][O:36][C:37]([CH3:38])=[C:26]3[C:25]2=[O:39])[CH2:19]1)=[O:40]. The catalyst class is: 33. Reactant: C(OC(=O)[NH:7][CH:8]([C:16](=[O:40])[NH:17][CH:18]1[CH2:23][CH2:22][CH2:21][CH:20]([N:24]2[C:33]3[CH:32]=[CH:31][CH:30]=[C:29]([Cl:34])[C:28]=3[C:27]3=[N:35][O:36][C:37]([CH3:38])=[C:26]3[C:25]2=[O:39])[CH2:19]1)[CH2:9][C:10]1[CH:15]=[CH:14][CH:13]=[CH:12][CH:11]=1)(C)(C)C. (5) The catalyst class is: 209. Reactant: [C:1]12([CH2:11][O:12][C:13]3[CH:18]=[CH:17][C:16]([CH2:19][CH2:20][NH:21]C(=O)OC(C)(C)C)=[CH:15][CH:14]=3)[CH2:10][CH:5]3[CH2:6][CH:7]([CH2:9][CH:3]([CH2:4]3)[CH2:2]1)[CH2:8]2. Product: [C:1]12([CH2:11][O:12][C:13]3[CH:18]=[CH:17][C:16]([CH2:19][CH2:20][NH2:21])=[CH:15][CH:14]=3)[CH2:10][CH:5]3[CH2:6][CH:7]([CH2:9][CH:3]([CH2:4]3)[CH2:2]1)[CH2:8]2. (6) Reactant: [Cl:1][C:2]1[N:7]=[C:6](Cl)[CH:5]=[CH:4][N:3]=1.[F:9][C:10]1[CH:15]=[C:14]([N+:16]([O-:18])=[O:17])[CH:13]=[CH:12][C:11]=1[OH:19].C([O-])(O)=O.[Na+]. Product: [Cl:1][C:2]1[N:7]=[C:6]([O:19][C:11]2[CH:12]=[CH:13][C:14]([N+:16]([O-:18])=[O:17])=[CH:15][C:10]=2[F:9])[CH:5]=[CH:4][N:3]=1. The catalyst class is: 301. (7) Reactant: [CH3:1][O:2][C:3](=[O:19])[C@H:4]([CH2:13][C:14]1[N:18]=[CH:17][NH:16][CH:15]=1)[NH:5][C:6]([O:8][C:9]([CH3:12])([CH3:11])[CH3:10])=[O:7].[Cl:20][C:21]1[CH:28]=[C:27]([Cl:29])[CH:26]=[CH:25][C:22]=1[CH2:23]Cl.CCN(CC)CC. Product: [CH3:1][O:2][C:3](=[O:19])[C@H:4]([CH2:13][C:14]1[N:18]=[CH:17][N:16]([CH2:23][C:22]2[CH:25]=[CH:26][C:27]([Cl:29])=[CH:28][C:21]=2[Cl:20])[CH:15]=1)[NH:5][C:6]([O:8][C:9]([CH3:12])([CH3:10])[CH3:11])=[O:7]. The catalyst class is: 48. (8) Reactant: [C:1]([OH:32])(=[O:31])[CH2:2][CH2:3][C@H:4]([NH:8][C:9]([C:11]1[CH:30]=[CH:29][C:14]([NH:15][CH2:16][C:17]2[N:28]=[C:27]3[C:20]([N:21]=[C:22]([NH:24][C:25]3=[O:26])[NH2:23])=[N:19][CH:18]=2)=[CH:13][CH:12]=1)=[O:10])[C:5]([OH:7])=[O:6].[OH:33][N:34]1[C:38](=[O:39])[CH2:37][CH2:36][C:35]1=[O:40].C1(N=C=NC2CCCCC2)CCCCC1.C(N(CC)CC)C. Product: [C:1]([O-:32])(=[O:31])[CH2:2][CH2:3][C@H:4]([NH:8][C:9]([C:11]1[CH:12]=[CH:13][C:14]([NH:15][CH2:16][C:17]2[N:28]=[C:27]3[C:20]([N:21]=[C:22]([NH:24][C:25]3=[O:26])[NH2:23])=[N:19][CH:18]=2)=[CH:29][CH:30]=1)=[O:10])[C:5]([OH:7])=[O:6].[OH:33][N:34]1[C:38](=[O:39])[CH2:37][CH2:36][C:35]1=[O:40]. The catalyst class is: 16. (9) Reactant: [NH2:1][C:2]1[C:7]([Cl:8])=[C:6]([CH3:9])[N:5]=[C:4]([CH3:10])[N:3]=1.ClC1C(CNCC2C=CC(OC3C=CC4N(C([N+]([O-])=O)=CN=4)N=3)=CN=2)=NC(C)=NC=1C.[H-].[Na+].Cl[CH2:45][C:46]1[CH:51]=[CH:50][C:49]([O:52][CH2:53][C:54]2[CH:59]=[CH:58][CH:57]=[CH:56][CH:55]=2)=[C:48]([Cl:60])[N:47]=1. Product: [CH2:53]([O:52][C:49]1[CH:50]=[CH:51][C:46]([CH2:45][NH:1][C:2]2[C:7]([Cl:8])=[C:6]([CH3:9])[N:5]=[C:4]([CH3:10])[N:3]=2)=[N:47][C:48]=1[Cl:60])[C:54]1[CH:55]=[CH:56][CH:57]=[CH:58][CH:59]=1. The catalyst class is: 35.